From a dataset of Full USPTO retrosynthesis dataset with 1.9M reactions from patents (1976-2016). Predict the reactants needed to synthesize the given product. (1) Given the product [CH2:1]([O:4][C:5]1[CH:6]=[C:7]([CH:12]=[CH:13][CH:14]=1)[C:8]([OH:10])=[O:9])[CH:2]=[CH2:3], predict the reactants needed to synthesize it. The reactants are: [CH2:1]([O:4][C:5]1[CH:6]=[C:7]([CH:12]=[CH:13][CH:14]=1)[C:8]([O:10]C)=[O:9])[CH:2]=[CH2:3].O.O.[OH-].[Li+].C(OCC)(=O)C. (2) Given the product [Cl:20][C:19]1[C:14]([Cl:13])=[CH:15][N:16]=[CH:17][C:18]=1[CH:24]=[O:25], predict the reactants needed to synthesize it. The reactants are: C(NC(C)C)(C)C.C([Li])CCC.[Cl:13][C:14]1[CH:15]=[N:16][CH:17]=[CH:18][C:19]=1[Cl:20].CN([CH:24]=[O:25])C.[Cl-].[NH4+]. (3) Given the product [CH2:11]([O:13][C:14](=[O:25])[C:15](=[CH:21][NH:1][C:2]1[CH:7]=[CH:6][C:5]([I:8])=[CH:4][C:3]=1[CH2:9][OH:10])[C:16]([O:18][CH2:19][CH3:20])=[O:17])[CH3:12], predict the reactants needed to synthesize it. The reactants are: [NH2:1][C:2]1[CH:7]=[CH:6][C:5]([I:8])=[CH:4][C:3]=1[CH2:9][OH:10].[CH2:11]([O:13][C:14](=[O:25])[C:15](=[CH:21]OCC)[C:16]([O:18][CH2:19][CH3:20])=[O:17])[CH3:12]. (4) Given the product [ClH:32].[F:1][C:2]1[CH:19]=[CH:18][C:5]([CH2:6][C:7]2[C:16]3[C:11](=[CH:12][CH:13]=[CH:14][CH:15]=3)[C:10](=[O:17])[NH:9][N:8]=2)=[CH:4][C:3]=1[C:20]([N:22]1[CH2:25][CH:24]([NH:26][C@H:27]([CH3:31])[CH2:28][O:29][CH3:30])[CH2:23]1)=[O:21], predict the reactants needed to synthesize it. The reactants are: [F:1][C:2]1[CH:19]=[CH:18][C:5]([CH2:6][C:7]2[C:16]3[C:11](=[CH:12][CH:13]=[CH:14][CH:15]=3)[C:10](=[O:17])[NH:9][N:8]=2)=[CH:4][C:3]=1[C:20]([N:22]1[CH2:25][CH:24]([NH:26][C@H:27]([CH3:31])[CH2:28][O:29][CH3:30])[CH2:23]1)=[O:21].[ClH:32]. (5) Given the product [N:1]1([C:10]2[N:18]=[C:17]([NH:20][CH2:21][CH:22]3[CH2:27][CH2:26][N:25]([C:28]([O:30][C:31]([CH3:34])([CH3:33])[CH3:32])=[O:29])[CH2:24][CH2:23]3)[N:16]=[C:15]3[C:11]=2[N:12]=[CH:13][NH:14]3)[C:5]2[CH:6]=[CH:7][CH:8]=[CH:9][C:4]=2[N:3]=[CH:2]1, predict the reactants needed to synthesize it. The reactants are: [N:1]1([C:10]2[N:18]=[C:17](Cl)[N:16]=[C:15]3[C:11]=2[N:12]=[CH:13][NH:14]3)[C:5]2[CH:6]=[CH:7][CH:8]=[CH:9][C:4]=2[N:3]=[CH:2]1.[NH2:20][CH2:21][CH:22]1[CH2:27][CH2:26][N:25]([C:28]([O:30][C:31]([CH3:34])([CH3:33])[CH3:32])=[O:29])[CH2:24][CH2:23]1.